This data is from Catalyst prediction with 721,799 reactions and 888 catalyst types from USPTO. The task is: Predict which catalyst facilitates the given reaction. (1) Reactant: C([Si]([O:8][CH2:9][CH2:10][CH2:11][O:12][CH2:13][CH2:14][CH2:15][CH2:16][CH2:17][CH2:18][CH2:19][CH2:20][CH2:21][CH2:22][CH2:23][CH2:24][CH2:25][CH2:26][CH:27]=[CH2:28])(C)C)(C)(C)C.CCCC[N+](CCCC)(CCCC)CCCC.[F-]. Product: [CH2:13]([O:12][CH2:11][CH2:10][CH2:9][OH:8])[CH2:14][CH2:15][CH2:16][CH2:17][CH2:18][CH2:19][CH2:20][CH2:21][CH2:22][CH2:23][CH2:24][CH2:25][CH2:26][CH:27]=[CH2:28]. The catalyst class is: 1. (2) Reactant: [C:1]([O:5][C:6]([N:8]([C:16]1[C:21]([C:22]2[N:30]=[C:25]3[CH:26]=[CH:27][CH:28]=[CH:29][N:24]3[N:23]=2)=[N:20][C:19](Br)=[CH:18][N:17]=1)[C:9](=[O:15])[O:10][C:11]([CH3:14])([CH3:13])[CH3:12])=[O:7])([CH3:4])([CH3:3])[CH3:2].CC1(C)C(C)(C)OB([C:40]2[CH2:41][CH2:42][N:43]([C:46]([O:48][C:49]([CH3:52])([CH3:51])[CH3:50])=[O:47])[CH2:44][CH:45]=2)O1.C([O-])([O-])=O.[K+].[K+].CCOC(C)=O.O. Product: [N:30]1[C:22]([C:21]2[N:20]=[C:19]([C:40]3[CH2:45][CH2:44][N:43]([C:46]([O:48][C:49]([CH3:52])([CH3:51])[CH3:50])=[O:47])[CH2:42][CH:41]=3)[CH:18]=[N:17][C:16]=2[N:8]([C:9]([O:10][C:11]([CH3:14])([CH3:13])[CH3:12])=[O:15])[C:6]([O:5][C:1]([CH3:4])([CH3:3])[CH3:2])=[O:7])=[N:23][N:24]2[CH:29]=[CH:28][CH:27]=[CH:26][C:25]=12. The catalyst class is: 233. (3) Reactant: [NH2:1][C:2]1[C:7]([OH:8])=[CH:6][CH:5]=[CH:4][C:3]=1[CH3:9].[CH2:10]([O:16][C:17]1[CH:24]=[C:23]([CH2:25][OH:26])[C:22]([O:27][CH2:28][CH2:29][CH2:30][CH2:31][CH2:32][CH3:33])=[CH:21][C:18]=1[CH:19]=O)[CH2:11][CH2:12][CH2:13][CH2:14][CH3:15].ClC1C(=O)C(C#N)=C(C#N)C(=O)C=1Cl.C([O-])([O-])=O.[Na+].[Na+].CCl. Product: [CH3:9][C:3]1[C:2]2[N:1]=[C:19]([C:18]3[CH:21]=[C:22]([O:27][CH2:28][CH2:29][CH2:30][CH2:31][CH2:32][CH3:33])[C:23]([CH2:25][OH:26])=[CH:24][C:17]=3[O:16][CH2:10][CH2:11][CH2:12][CH2:13][CH2:14][CH3:15])[O:8][C:7]=2[CH:6]=[CH:5][CH:4]=1. The catalyst class is: 61. (4) Reactant: [F:1][C:2]1[CH:7]=[CH:6][CH:5]=[CH:4][C:3]=1[C:8]1[N:13]2[N:14]=[C:15]([O:17]S(C3C=CC(C)=CC=3)(=O)=O)[CH:16]=[C:12]2[C:11]([CH3:28])=[N:10][N:9]=1.[OH-].[Na+]. Product: [F:1][C:2]1[CH:7]=[CH:6][CH:5]=[CH:4][C:3]=1[C:8]1[N:13]2[N:14]=[C:15]([OH:17])[CH:16]=[C:12]2[C:11]([CH3:28])=[N:10][N:9]=1. The catalyst class is: 38. (5) Reactant: [NH2:1][CH:2]1[CH2:7][N:6]([C:8](=[O:20])[C:9]2[CH:14]=[CH:13][CH:12]=[C:11]([C:15]3[O:16][CH:17]=[CH:18][CH:19]=3)[CH:10]=2)[CH2:5][CH:4]([C:21]([NH:23][C:24]2[CH:29]=[CH:28][C:27]([Cl:30])=[CH:26][CH:25]=2)=[O:22])[CH2:3]1.C(N(CC)CC)C.Cl[C:39]([O:41][C:42]1[CH:47]=[CH:46][CH:45]=[CH:44][CH:43]=1)=[O:40]. Product: [Cl:30][C:27]1[CH:26]=[CH:25][C:24]([NH:23][C:21]([CH:4]2[CH2:5][N:6]([C:8](=[O:20])[C:9]3[CH:14]=[CH:13][CH:12]=[C:11]([C:15]4[O:16][CH:17]=[CH:18][CH:19]=4)[CH:10]=3)[CH2:7][CH:2]([NH:1][C:39](=[O:40])[O:41][C:42]3[CH:47]=[CH:46][CH:45]=[CH:44][CH:43]=3)[CH2:3]2)=[O:22])=[CH:29][CH:28]=1. The catalyst class is: 4. (6) Reactant: [CH3:1][C@@:2]1([OH:21])[C@H:6]([OH:7])[C@@H:5]([CH2:8][OH:9])[O:4][C@H:3]1[N:10]1[C:14]2[N:15]=[CH:16][N:17]=[C:18]([NH:19][OH:20])[C:13]=2[CH:12]=[CH:11]1.C1C(=O)N([Cl:29])C(=O)C1. Product: [CH3:1][C@@:2]1([OH:21])[C@H:6]([OH:7])[C@@H:5]([CH2:8][OH:9])[O:4][C@H:3]1[N:10]1[C:14]2[N:15]=[CH:16][N:17]=[C:18]([NH:19][OH:20])[C:13]=2[C:12]([Cl:29])=[CH:11]1. The catalyst class is: 3. (7) Reactant: [O:1]1[C:6]2[CH:7]=[CH:8][CH:9]=[CH:10][C:5]=2[NH:4][CH2:3][CH2:2]1.[C:11]1(=[O:18])[O:17][C:15](=[O:16])[CH2:14][CH2:13][CH2:12]1. Product: [O:1]1[C:6]2[CH:7]=[CH:8][CH:9]=[CH:10][C:5]=2[N:4]([C:11](=[O:18])[CH2:12][CH2:13][CH2:14][C:15]([OH:17])=[O:16])[CH2:3][CH2:2]1. The catalyst class is: 11.